From a dataset of Catalyst prediction with 721,799 reactions and 888 catalyst types from USPTO. Predict which catalyst facilitates the given reaction. The catalyst class is: 3. Product: [CH3:29][N:10]1[C@H:9]([C:16]([N:56]2[CH2:57][CH2:58][N:53]([C:49]3[CH:50]=[CH:51][CH:52]=[C:47]([CH3:46])[CH:48]=3)[CH2:54][CH2:55]2)=[O:18])[C@@H:8]([C:6]([O:5][C:1]([CH3:2])([CH3:3])[CH3:4])=[O:7])[CH2:15][C:12]2([CH2:13][CH2:14]2)[CH2:11]1. Reactant: [C:1]([O:5][C:6]([C@H:8]1[CH2:15][C:12]2([CH2:14][CH2:13]2)[CH2:11][NH:10][C@@H:9]1[C:16]([OH:18])=O)=[O:7])([CH3:4])([CH3:3])[CH3:2].F[P-](F)(F)(F)(F)F.N1(O[P+](N(C)C)(N(C)C)N(C)C)C2C=CC=C[C:29]=2N=N1.[CH3:46][C:47]1[CH:48]=[C:49]([N:53]2[CH2:58][CH2:57][NH:56][CH2:55][CH2:54]2)[CH:50]=[CH:51][CH:52]=1.C(N(C(C)C)CC)(C)C.C=O.[BH-](OC(C)=O)(OC(C)=O)OC(C)=O.[Na+].